Predict the reaction yield, written as a fraction of the theoretical maximum amount of product (1.0 means a 100% yield; for example, 0.34 means a 34% yield). From a dataset of Reaction yield outcomes from USPTO patents with 853,638 reactions. (1) The reactants are [CH:1]1([N:8]2[C:12]3[N:13]=[C:14]([NH:17][C:18]4[CH:26]=[CH:25][C:21]([C:22]([OH:24])=O)=[CH:20][N:19]=4)[N:15]=[CH:16][C:11]=3[CH:10]=[C:9]2[C:27](=[O:31])[N:28]([CH3:30])[CH3:29])[CH2:7][CH2:6][CH2:5][CH2:4][CH2:3][CH2:2]1.[C:32]([O:36][C:37]([N:39]1[CH2:44][CH:43]2[CH2:45][CH:40]1[CH2:41][NH:42]2)=[O:38])([CH3:35])([CH3:34])[CH3:33]. No catalyst specified. The product is [C:32]([O:36][C:37]([N:39]1[CH2:44][CH:43]2[CH2:45][CH:40]1[CH2:41][N:42]2[C:22]([C:21]1[CH:20]=[N:19][C:18]([NH:17][C:14]2[N:15]=[CH:16][C:11]3[CH:10]=[C:9]([C:27](=[O:31])[N:28]([CH3:29])[CH3:30])[N:8]([CH:1]4[CH2:7][CH2:6][CH2:5][CH2:4][CH2:3][CH2:2]4)[C:12]=3[N:13]=2)=[CH:26][CH:25]=1)=[O:24])=[O:38])([CH3:35])([CH3:33])[CH3:34]. The yield is 0.760. (2) The reactants are [CH2:1]([C:3]1[N:4]=[C:5]([CH:10](OC)[O:11]C)[NH:6][C:7]=1[CH2:8][CH3:9])[CH3:2]. The catalyst is S(=O)(=O)(O)O. The product is [CH2:8]([C:7]1[N:6]=[C:5]([CH:10]=[O:11])[NH:4][C:3]=1[CH2:1][CH3:2])[CH3:9]. The yield is 0.280. (3) The reactants are Br[CH2:2][C:3]([OH:5])=[O:4].[CH2:6]([NH2:9])[CH2:7][CH3:8].[OH-].[Na+].[C:12](=O)([O:18]C(C)(C)C)[O:13][C:14]([CH3:17])([CH3:16])[CH3:15].O.C(O)(=O)CC(CC(O)=O)(C(O)=O)O. The catalyst is O1CCCC1.C(O)C. The product is [C:14]([O:13][C:12]([N:9]([CH2:2][C:3]([OH:5])=[O:4])[CH2:6][CH2:7][CH3:8])=[O:18])([CH3:17])([CH3:16])[CH3:15]. The yield is 0.650. (4) The reactants are Cl.[Cl:2][C:3]1[CH:8]=[CH:7][C:6]([C@@H:9]([NH:13][C:14]([C:16]2([NH:31]C(=O)OC(C)(C)C)[CH2:21][CH2:20][N:19]([C:22]3[C:23]4[CH:30]=[CH:29][NH:28][C:24]=4[N:25]=[CH:26][N:27]=3)[CH2:18][CH2:17]2)=[O:15])[CH2:10][CH2:11][OH:12])=[CH:5][CH:4]=1. The catalyst is ClCCl. The product is [NH2:31][C:16]1([C:14]([NH:13][C@H:9]([C:6]2[CH:5]=[CH:4][C:3]([Cl:2])=[CH:8][CH:7]=2)[CH2:10][CH2:11][OH:12])=[O:15])[CH2:17][CH2:18][N:19]([C:22]2[C:23]3[CH:30]=[CH:29][NH:28][C:24]=3[N:25]=[CH:26][N:27]=2)[CH2:20][CH2:21]1. The yield is 0.194. (5) The product is [CH:27]([N:30]1[CH2:5][CH2:4][N:3]([CH2:2][O:36][C:49]([C:19]2[CH:18]=[CH:17][C:16]([N+:13]([O-:15])=[O:14])=[CH:26][CH:25]=2)=[O:50])[CH2:12][CH2:35]1)([CH3:29])[CH3:28]. The yield is 0.220. The reactants are Cl.[CH3:2][N:3]([CH3:12])[CH2:4][CH2:5]CN=C=NCC.[N+:13]([C:16]1[CH:26]=[CH:25][C:19](OCC(O)=O)=[CH:18][CH:17]=1)([O-:15])=[O:14].[CH:27]([N:30]1[CH2:35]CNCC1)([CH3:29])[CH3:28].[OH:36]N1C2C=CC=CC=2N=N1.CN([CH:49]=[O:50])C. No catalyst specified. (6) The reactants are C(OC([NH:8][C:9]1([C@@H:12]2[CH2:16][CH2:15][NH:14][CH2:13]2)[CH2:11][CH2:10]1)=O)(C)(C)C.C(N(CC)CC)C.F[C:25]1[C:34]([CH3:35])=[C:33]2[C:28]([C:29](=[O:43])[C:30]([C:40]([OH:42])=[O:41])=[CH:31][N:32]2[C@@H:36]2[CH2:38][C@@H:37]2[F:39])=[CH:27][CH:26]=1. The catalyst is CS(C)=O. The product is [NH2:8][C:9]1([C@@H:12]2[CH2:16][CH2:15][N:14]([C:25]3[C:34]([CH3:35])=[C:33]4[C:28]([C:29](=[O:43])[C:30]([C:40]([OH:42])=[O:41])=[CH:31][N:32]4[C@@H:36]4[CH2:38][C@@H:37]4[F:39])=[CH:27][CH:26]=3)[CH2:13]2)[CH2:10][CH2:11]1. The yield is 0.430. (7) The reactants are C(OC([NH:8][CH2:9][C:10]1[C:11]([C:33]2[CH:38]=[CH:37][C:36]([CH3:39])=[CH:35][CH:34]=2)=[C:12]([NH:21][C:22]([C:24]2[CH:25]=[C:26]([CH:30]=[CH:31][CH:32]=2)C(O)=O)=O)[C:13]([CH3:20])=[N:14][C:15]=1[CH2:16][CH:17]([CH3:19])[CH3:18])=O)(C)(C)C.[C:40](=O)([O-])[O-].[K+].[K+].CI.[CH2:48]([O:50][C:51](=[O:53])C)C.[ClH:54].[OH2:55]. The catalyst is C(OCC)(=O)C.CN(C)C=O. The product is [ClH:54].[ClH:54].[NH2:8][CH2:9][C:10]1[C:11]([C:33]2[CH:34]=[CH:35][C:36]([CH3:39])=[CH:37][CH:38]=2)=[C:12]([N:21]([CH3:40])[C:22]([C:24]2[CH:25]=[C:26]([CH:30]=[CH:31][CH:32]=2)[C:51]([O:50][CH3:48])=[O:53])=[O:55])[C:13]([CH3:20])=[N:14][C:15]=1[CH2:16][CH:17]([CH3:18])[CH3:19]. The yield is 0.950. (8) The yield is 0.290. The reactants are [F:1][C:2]1[CH:7]=[CH:6][C:5]([CH:8]2[CH2:13][CH2:12][N:11]([C:14]([C:16]3[C:17]([NH:25][C:26]4[CH:27]=[C:28]([CH3:32])[CH:29]=[CH:30][CH:31]=4)=[C:18]([CH3:24])[C:19](=[O:23])[N:20]([OH:22])[CH:21]=3)=[O:15])[CH2:10][CH2:9]2)=[CH:4][CH:3]=1.Br[CH2:34][CH2:35][OH:36]. The product is [F:1][C:2]1[CH:3]=[CH:4][C:5]([CH:8]2[CH2:9][CH2:10][N:11]([C:14]([C:16]3[C:17]([NH:25][C:26]4[CH:27]=[C:28]([CH3:32])[CH:29]=[CH:30][CH:31]=4)=[C:18]([CH3:24])[C:19](=[O:23])[N:20]([O:22][CH2:34][CH2:35][OH:36])[CH:21]=3)=[O:15])[CH2:12][CH2:13]2)=[CH:6][CH:7]=1. No catalyst specified. (9) The reactants are [OH:1][C:2]1[CH:10]=[CH:9][C:8]([C:11]2[N:12]([C:27]([O:29][C:30]([CH3:33])([CH3:32])[CH3:31])=[O:28])[C:13]3[C:18]([CH:19]=2)=[CH:17][C:16]([CH2:20][N:21]2[CH2:26][CH2:25][CH2:24][CH2:23][CH2:22]2)=[CH:15][CH:14]=3)=[C:7]2[C:3]=1[CH2:4][NH:5][C:6]2=[O:34].C(N(CC)CC)C.[N:42]1[C:51]2[C:46](=[CH:47][CH:48]=[CH:49][C:50]=2[S:52](Cl)(=[O:54])=[O:53])[CH:45]=[CH:44][CH:43]=1. The catalyst is C(#N)C. The product is [N:42]1[C:51]2[C:46](=[CH:47][CH:48]=[CH:49][C:50]=2[S:52]([O:1][C:2]2[CH:10]=[CH:9][C:8]([C:11]3[N:12]([C:27]([O:29][C:30]([CH3:31])([CH3:33])[CH3:32])=[O:28])[C:13]4[C:18]([CH:19]=3)=[CH:17][C:16]([CH2:20][N:21]3[CH2:26][CH2:25][CH2:24][CH2:23][CH2:22]3)=[CH:15][CH:14]=4)=[C:7]3[C:3]=2[CH2:4][NH:5][C:6]3=[O:34])(=[O:54])=[O:53])[CH:45]=[CH:44][CH:43]=1. The yield is 0.390. (10) The reactants are N[C:2]1[CH:11]=[CH:10][C:9]([Cl:12])=[CH:8][C:3]=1[C:4]([NH:6][CH3:7])=[O:5].Cl. The catalyst is N1C=CC=CC=1. The product is [Cl:12][C:9]1[CH:10]=[CH:11][CH:2]=[C:3]([CH:8]=1)[C:4]([NH:6][CH3:7])=[O:5]. The yield is 0.430.